Dataset: Full USPTO retrosynthesis dataset with 1.9M reactions from patents (1976-2016). Task: Predict the reactants needed to synthesize the given product. (1) Given the product [CH2:8]([O:10][C:11]([C:13]1([CH2:19][S:20]([C:23]2[CH:24]=[CH:25][C:26]([O:29][CH2:30][C:31]#[C:32][CH3:33])=[CH:27][CH:28]=2)(=[O:22])=[O:21])[CH2:14][CH2:15][N:16]([C:6](=[O:7])[NH:5][C:1]([CH3:4])([CH3:3])[CH3:2])[CH2:17][CH2:18]1)=[O:12])[CH3:9], predict the reactants needed to synthesize it. The reactants are: [C:1]([N:5]=[C:6]=[O:7])([CH3:4])([CH3:3])[CH3:2].[CH2:8]([O:10][C:11]([C:13]1([CH2:19][S:20]([C:23]2[CH:28]=[CH:27][C:26]([O:29][CH2:30][C:31]#[C:32][CH3:33])=[CH:25][CH:24]=2)(=[O:22])=[O:21])[CH2:18][CH2:17][NH:16][CH2:15][CH2:14]1)=[O:12])[CH3:9].C(N(CC)CC)C. (2) Given the product [NH:47]([C:56]([O:58][C:59]([CH3:62])([CH3:61])[CH3:60])=[O:57])[NH:48][C:49]([O:51][C:52]([CH3:53])([CH3:54])[CH3:55])=[O:50], predict the reactants needed to synthesize it. The reactants are: C(N1C=C(CCO)N=C1)(C1C=CC=CC=1)(C1C=CC=CC=1)C1C=CC=CC=1.C1(P(C2C=CC=CC=2)C2C=CC=CC=2)C=CC=CC=1.[N:47]([C:56]([O:58][C:59]([CH3:62])([CH3:61])[CH3:60])=[O:57])=[N:48][C:49]([O:51][C:52]([CH3:55])([CH3:54])[CH3:53])=[O:50]. (3) Given the product [Br:11][C:7]1[CH:6]=[C:5]([C:3](=[O:4])[CH2:2][N:12]2[CH2:16][CH2:15][CH2:14][CH2:13]2)[CH:10]=[CH:9][CH:8]=1, predict the reactants needed to synthesize it. The reactants are: Br[CH2:2][C:3]([C:5]1[CH:10]=[CH:9][CH:8]=[C:7]([Br:11])[CH:6]=1)=[O:4].[NH:12]1[CH2:16][CH2:15][CH2:14][CH2:13]1.O.